Dataset: Full USPTO retrosynthesis dataset with 1.9M reactions from patents (1976-2016). Task: Predict the reactants needed to synthesize the given product. (1) The reactants are: [F:1][C:2]1[CH:27]=[CH:26][CH:25]=[C:24]([F:28])[C:3]=1[CH2:4][O:5][C:6]1[C:7]2[N:8]([C:12]([C:16]([NH:18][CH:19]([CH2:22][OH:23])[CH2:20][OH:21])=[O:17])=[C:13]([CH3:15])[N:14]=2)[CH:9]=[CH:10][CH:11]=1.[H-].[Na+].I[CH2:32][CH2:33][CH3:34].CO. Given the product [F:1][C:2]1[CH:27]=[CH:26][CH:25]=[C:24]([F:28])[C:3]=1[CH2:4][O:5][C:6]1[C:7]2[N:8]([C:12]([C:16]([NH:18][CH:19]([CH2:22][O:23][CH2:32][CH2:33][CH3:34])[CH2:20][OH:21])=[O:17])=[C:13]([CH3:15])[N:14]=2)[CH:9]=[CH:10][CH:11]=1, predict the reactants needed to synthesize it. (2) Given the product [Cl:1][C:2]1[CH:3]=[CH:4][CH:5]=[C:6]2[C:7]=1[C:8](=[O:9])[NH:12][CH:17]=[N:11]2, predict the reactants needed to synthesize it. The reactants are: [Cl:1][C:2]1[CH:3]=[CH:4][CH:5]=[C:6]([NH2:11])[C:7]=1[C:8](O)=[O:9].[N:12]1[CH:17]=CC=NN=1. (3) Given the product [CH3:1][O:2][C:3]1[CH:8]=[CH:7][C:6]([C:9]([C:34]2[CH:39]=[CH:38][C:37]([O:40][CH3:41])=[CH:36][CH:35]=2)([C:28]2[CH:33]=[CH:32][CH:31]=[CH:30][CH:29]=2)[NH:10][C:11]2[O:12][CH2:13][CH2:14][C@@:15]([CH:17]([F:19])[F:18])([C:20]3[CH:25]=[C:24]([N:92]=[C:79]([C:80]4[CH:85]=[CH:84][CH:83]=[CH:82][CH:81]=4)[C:86]4[CH:91]=[CH:90][CH:89]=[CH:88][CH:87]=4)[CH:23]=[CH:22][C:21]=3[F:27])[N:16]=2)=[CH:5][CH:4]=1, predict the reactants needed to synthesize it. The reactants are: [CH3:1][O:2][C:3]1[CH:8]=[CH:7][C:6]([C:9]([C:34]2[CH:39]=[CH:38][C:37]([O:40][CH3:41])=[CH:36][CH:35]=2)([C:28]2[CH:33]=[CH:32][CH:31]=[CH:30][CH:29]=2)[NH:10][C:11]2[O:12][CH2:13][CH2:14][C@:15]([C:20]3[CH:25]=[C:24](Br)[CH:23]=[CH:22][C:21]=3[F:27])([CH:17]([F:19])[F:18])[N:16]=2)=[CH:5][CH:4]=1.C1(C)C=CC=CC=1.C(P(C(C)(C)C)C1C=CC=CC=1C1C(C(C)C)=CC(C(C)C)=CC=1C(C)C)(C)(C)C.[C:79](=[NH:92])([C:86]1[CH:91]=[CH:90][CH:89]=[CH:88][CH:87]=1)[C:80]1[CH:85]=[CH:84][CH:83]=[CH:82][CH:81]=1. (4) Given the product [F:1][C:2]1[CH:3]=[CH:4][C:5]([C:6](=[O:7])[CH:8]([CH2:25][C:24]2[CH:27]=[CH:28][C:21]([CH:18]([CH3:20])[CH3:19])=[CH:22][CH:23]=2)[C:9]([O:11][CH2:12][CH3:13])=[O:10])=[CH:14][CH:15]=1, predict the reactants needed to synthesize it. The reactants are: [F:1][C:2]1[CH:15]=[CH:14][C:5]([C:6]([CH2:8][C:9]([O:11][CH2:12][CH3:13])=[O:10])=[O:7])=[CH:4][CH:3]=1.[H-].[Na+].[CH:18]([C:21]1[CH:28]=[CH:27][C:24]([CH2:25]Cl)=[CH:23][CH:22]=1)([CH3:20])[CH3:19].O. (5) Given the product [CH3:1][O:2][C:3](=[O:38])[NH:4][C:5]1[CH:6]=[C:7]([C:30]([C:32]2[CH:33]=[N:34][CH:35]=[CH:36][CH:37]=2)=[O:31])[CH:8]=[C:9]([C:11]2[CH:19]=[CH:18][CH:17]=[C:16]3[C:12]=2[CH:13]=[CH:14][NH:15]3)[CH:10]=1, predict the reactants needed to synthesize it. The reactants are: [CH3:1][O:2][C:3](=[O:38])[NH:4][C:5]1[CH:10]=[C:9]([C:11]2[CH:19]=[CH:18][CH:17]=[C:16]3[C:12]=2[CH:13]=[CH:14][N:15]3[Si](C(C)C)(C(C)C)C(C)C)[CH:8]=[C:7]([C:30]([C:32]2[CH:33]=[N:34][CH:35]=[CH:36][CH:37]=2)=[O:31])[CH:6]=1.[F-].C([N+](CCCC)(CCCC)CCCC)CCC.O.C(OCC)(=O)C.